This data is from Catalyst prediction with 721,799 reactions and 888 catalyst types from USPTO. The task is: Predict which catalyst facilitates the given reaction. (1) Reactant: [O:1]1[C:5]2[CH:6]=[CH:7][C:8]([C:10]3[C:14](=[O:15])[C:13]4([CH2:20][CH2:19][N:18](C(OC(C)(C)C)=O)[CH2:17][CH2:16]4)[O:12][C:11]=3[C:28]3[CH:33]=[CH:32][N:31]=[CH:30][CH:29]=3)=[CH:9][C:4]=2[O:3][CH2:2]1.[F:34][C:35]([F:40])([F:39])[C:36]([OH:38])=[O:37]. Product: [O:1]1[C:5]2[CH:6]=[CH:7][C:8]([C:10]3[C:14](=[O:15])[C:13]4([CH2:20][CH2:19][NH:18][CH2:17][CH2:16]4)[O:12][C:11]=3[C:28]3[CH:33]=[CH:32][N:31]=[CH:30][CH:29]=3)=[CH:9][C:4]=2[O:3][CH2:2]1.[C:36]([OH:38])([C:35]([F:40])([F:39])[F:34])=[O:37]. The catalyst class is: 2. (2) Reactant: [C:1]([O:5][C:6](=[O:38])[N:7]([CH3:37])[C@H:8]([C:10](=[O:36])[NH:11][C@@H:12]1[C:18](=[O:19])[N:17]([CH2:20][C:21]2[C:30]3[C:25](=[CH:26][CH:27]=[CH:28][CH:29]=3)[CH:24]=[CH:23][C:22]=2[CH3:31])[C:16]2[CH:32]=[CH:33][CH:34]=[CH:35][C:15]=2[NH:14][CH2:13]1)[CH3:9])([CH3:4])([CH3:3])[CH3:2].[CH3:39][O:40][C:41](=[O:51])[C:42]1[CH:50]=[CH:49][C:45]([C:46](O)=[O:47])=[CH:44][CH:43]=1.O=P(Cl)(Cl)Cl. Product: [CH3:39][O:40][C:41](=[O:51])[C:42]1[CH:50]=[CH:49][C:45]([C:46]([N:14]2[CH2:13][C@H:12]([NH:11][C:10](=[O:36])[C@@H:8]([N:7]([C:6]([O:5][C:1]([CH3:4])([CH3:2])[CH3:3])=[O:38])[CH3:37])[CH3:9])[C:18](=[O:19])[N:17]([CH2:20][C:21]3[C:30]4[C:25](=[CH:26][CH:27]=[CH:28][CH:29]=4)[CH:24]=[CH:23][C:22]=3[CH3:31])[C:16]3[CH:32]=[CH:33][CH:34]=[CH:35][C:15]2=3)=[O:47])=[CH:44][CH:43]=1. The catalyst class is: 17. (3) Reactant: [CH3:1][CH2:2][NH:3][C:4]([CH2:6][CH2:7][CH2:8]/[CH:9]=[CH:10]\[CH2:11][C@@H:12]1[C@@H:16](/[CH:17]=[CH:18]/[C@@H:19]([OH:28])[CH2:20][CH2:21][C:22]2[CH:23]=[CH:24][CH:25]=[CH:26][CH:27]=2)[C@H:15]([OH:29])[CH2:14][C@@H:13]1[OH:30])=[O:5].B([O-])[O-].N1C=CC=CC=1.Cl[C:41]([O:43][CH2:44][CH2:45][CH2:46][CH2:47][Cl:48])=[O:42]. Product: [C:41](=[O:42])([O:28][C@@H:19]([CH2:20][CH2:21][C:22]1[CH:23]=[CH:24][CH:25]=[CH:26][CH:27]=1)/[CH:18]=[CH:17]/[C@H:16]1[C@H:15]([OH:29])[CH2:14][C@H:13]([OH:30])[C@@H:12]1[CH2:11]/[CH:10]=[CH:9]\[CH2:8][CH2:7][CH2:6][C:4]([NH:3][CH2:2][CH3:1])=[O:5])[O:43][CH2:44][CH2:45][CH2:46][CH2:47][Cl:48]. The catalyst class is: 230.